From a dataset of Experimentally validated miRNA-target interactions with 360,000+ pairs, plus equal number of negative samples. Binary Classification. Given a miRNA mature sequence and a target amino acid sequence, predict their likelihood of interaction. (1) The miRNA is hsa-miR-4700-3p with sequence CACAGGACUGACUCCUCACCCCAGUG. The protein sequence of the target gene is MNGHSDEESVRNSSGESSQSDDDSGSASGSGSGSSSGSSSDGSSSQSGSSDSDSGSESGSQSESESDTSRENKVQAKPPKVDGAEFWKSSPSILAVQRSAILKKQQQQQQQQQHQASSNSGSEEDSSSSEDSDDSSSEVKRKKHKDEDWQMSGSGSPSQSGSDSESEEEREKSSCDETESDYEPKNKVKSRKPQNRSKSKNGKKILGQKKRQIDSSEEDDDEEDYDNDKRSSRRQATVNVSYKEDEEMKTDSDDLLEVCGEDVPQPEEEEFETIERFMDCRIGRKGATGATTTIYAVEAD.... Result: 1 (interaction). (2) The miRNA is hsa-miR-485-5p with sequence AGAGGCUGGCCGUGAUGAAUUC. The protein sequence of the target gene is MEELDALLEELERSTLQDSDEYSNPAPLPLDQHSRKETNLDETSEILSIQDNTSPLPAQLVYTTNIQELNVYSEAQEPKESPPPSKTSAAAQLDELMAHLTEMQAKVAVRADAGKKHLPDKQDHKASLDSMLGGLEQELQDLGIATVPKGHCASCQKPIAGKVIHALGQSWHPEHFVCTHCKEEIGSSPFFERSGLAYCPNDYHQLFSPRCAYCAAPILDKVLTAMNQTWHPEHFFCSHCGEVFGAEGFHEKDKKPYCRKDFLAMFSPKCGGCNRPVLENYLSAMDTVWHPECFVCGDCF.... Result: 1 (interaction). (3) The miRNA is mmu-miR-204-5p with sequence UUCCCUUUGUCAUCCUAUGCCU. The protein sequence of the target gene is MGFRLITQLKGMSVFLVLFPTLLLVMLTGAQRACPKNCRCDGKIVYCESHAFADIPENISGGSQGLSLRFNSIQKLKSNQFAGLNQLIWLYLDHNYISSVDEDAFQGIRRLKELILSSNKITYLHNKTFHPVPNLRNLDLSYNKLQTLQSEQFKGLRKLIILHLRSNSLKTVPIRVFQDCRNLDFLDLGYNRLRSLSRNAFAGLLKLKELHLEHNQFSKINFAHFPRLFNLRSIYLQWNRIRSVSQGLTWTWSSLHTLDLSGNDIQAIEPGTFKCLPNLQKLNLDSNKLTNVSQETVNAW.... Result: 0 (no interaction). (4) The miRNA is hsa-miR-6086 with sequence GGAGGUUGGGAAGGGCAGAG. The protein sequence of the target gene is MEKELRSTILFNAYKKEIFTTNNGYKSMQKKLRSNWKIQSLKDEITSEKLNGVKLWITAGPREKFTAAEFEILKKYLDTGGDVFVMLGEGGESRFDTNINFLLEEYGIMVNNDAVVRNVYHKYFHPKEALVSSGVLNREISRAAGKAVPGIIDEESSGNNAQALTFVYPFGATLSVMKPAVAVLSTGSVCFPLNRPILAFYHSKNQGGKLAVLGSCHMFSDQYLDKEENSKIMDVVFQWLTTGDIHLNQIDAEDPEISDYMMLPYTATLSKRNRECLQESDEIPRDFTTLFDLSIFQLDT.... Result: 0 (no interaction). (5) The miRNA is hsa-miR-4524a-5p with sequence AUAGCAGCAUGAACCUGUCUCA. The protein sequence of the target gene is MEIGTEISRKIRSAIKGKLQELGAYVDEELPDYIMVMVANKKSQDQMTEDLSLFLGNNTIRFTVWLHGVLDKLRSVTTEPSSLKSSDTNIFDSNVPSNKSNFSRGDERRHEAAVPPLAIPSARPEKRDSRVSTSSQESKTTNVRQTYDDGAATRLMSTVKPLREPAPSEDVIDIKPEPDDLIDEDLNFVQENPLSQKKPTVTLTYGSSRPSIEIYRPPASRNADSGVHLNRLQFQQQQNSIHAAKQLDMQSSWVYETGRLCEPEVLNSLEETYSPFFRNNSEKMSMEDENFRKRKLPVVS.... Result: 1 (interaction). (6) The miRNA is mmu-miR-1199-5p with sequence UCUGAGUCCCGGUCGCGCGG. The protein sequence of the target gene is MPVRTECPPPAGASTTSAASLIPPPPINTQQPGVATSLLYSGSKFRGHQKSKGNSYDVEVVLQHVDTGNSYLCGYLKIKGLTEEYPTLTTFFEGEIISKKHPFLTRKWDADEDVDRKHWGKFLAFYQYAKSFNSDDFDYEELKNGDYVFMRWKEQFLVPDHTIKDISGASFAGFYYICFQKSAASIEGYYYHRSSEWYQSLNLTHVPEHSAPIYEFR. Result: 1 (interaction).